This data is from Peptide-MHC class II binding affinity with 134,281 pairs from IEDB. The task is: Regression. Given a peptide amino acid sequence and an MHC pseudo amino acid sequence, predict their binding affinity value. This is MHC class II binding data. (1) The peptide sequence is VTEGERTVRVLDTVE. The binding affinity (normalized) is 0.477. The MHC is HLA-DQA10201-DQB10303 with pseudo-sequence HLA-DQA10201-DQB10303. (2) The peptide sequence is EEDIEIIPIQEEEY. The MHC is DRB1_1302 with pseudo-sequence DRB1_1302. The binding affinity (normalized) is 0.123. (3) The peptide sequence is TDLIKNQCVNFNFNG. The MHC is DRB1_1501 with pseudo-sequence DRB1_1501. The binding affinity (normalized) is 0.337. (4) The peptide sequence is FAVVDLNKMRAVWVDGKART. The binding affinity (normalized) is 0.489. The MHC is HLA-DQA10501-DQB10301 with pseudo-sequence HLA-DQA10501-DQB10301. (5) The peptide sequence is YYAIHKASPVLAFPA. The MHC is DRB1_1201 with pseudo-sequence DRB1_1201. The binding affinity (normalized) is 0.596. (6) The peptide sequence is KSAFQSSIASGFVGL. The MHC is DRB4_0101 with pseudo-sequence DRB4_0103. The binding affinity (normalized) is 0.366. (7) The peptide sequence is ALFHEVAKLDVVKLL. The MHC is DRB1_1302 with pseudo-sequence DRB1_1302. The binding affinity (normalized) is 0.485.